This data is from Full USPTO retrosynthesis dataset with 1.9M reactions from patents (1976-2016). The task is: Predict the reactants needed to synthesize the given product. (1) Given the product [Cl:1][C:2]1[CH:9]=[C:8]([N:10]([C@H:22]2[CH2:26][CH2:25][N:24]([CH3:27])[CH2:23]2)[CH2:11][C:12]2[CH:17]=[CH:16][CH:15]=[CH:14][C:13]=2[C:18]([F:19])([F:20])[F:21])[CH:7]=[CH:6][C:3]=1[C:4]#[N:5], predict the reactants needed to synthesize it. The reactants are: [Cl:1][C:2]1[CH:9]=[C:8]([N:10]([C@H:22]2[CH2:26][CH2:25][NH:24][CH2:23]2)[CH2:11][C:12]2[CH:17]=[CH:16][CH:15]=[CH:14][C:13]=2[C:18]([F:21])([F:20])[F:19])[CH:7]=[CH:6][C:3]=1[C:4]#[N:5].[CH2:27]=O.[BH4-].[Na+].[NH4+].[Cl-]. (2) Given the product [CH3:18][O:16][C:15](=[O:17])[CH2:14][C@@H:9]1[CH2:10][CH2:11][CH2:12][CH2:13][N:8]1[C:6]([O:5][C:2]([CH3:1])([CH3:3])[CH3:4])=[O:7], predict the reactants needed to synthesize it. The reactants are: [CH3:1][C:2]([O:5][C:6]([N:8]1[CH2:13][CH2:12][CH2:11][CH2:10][C@H:9]1[CH2:14][C:15]([OH:17])=[O:16])=[O:7])([CH3:4])[CH3:3].[CH3:18]N(C=O)C.CN(C(ON1N=NC2C=CC=CC1=2)=[N+](C)C)C.[B-](F)(F)(F)F.CO. (3) Given the product [CH2:16]([O:18][C:19]1[CH:20]=[C:21](/[CH:26]=[C:27](\[CH2:33][CH3:34])/[C:28]([O:30][CH2:31][CH3:32])=[O:29])[CH:22]=[CH:23][C:24]=1[O:8][S:1]([C:4]([F:7])([F:6])[F:5])(=[O:3])=[O:2])[CH3:17], predict the reactants needed to synthesize it. The reactants are: [S:1]([O:8]S(C(F)(F)F)(=O)=O)([C:4]([F:7])([F:6])[F:5])(=[O:3])=[O:2].[CH2:16]([O:18][C:19]1[CH:20]=[C:21](/[CH:26]=[C:27](\[CH2:33][CH3:34])/[C:28]([O:30][CH2:31][CH3:32])=[O:29])[CH:22]=[CH:23][C:24]=1O)[CH3:17].C(N(CC)CC)C. (4) Given the product [CH2:1]([O:8][C:9]([N:11]1[CH2:12][CH:13]([O:44][CH2:45][C:46]2[CH:47]=[CH:48][C:49]3[O:54][CH2:53][CH2:52][N:51]([CH2:55][CH2:56][CH2:57][O:58][CH3:59])[C:50]=3[CH:60]=2)[CH:14]([C:28]2[CH:33]=[CH:32][C:31]([CH:34]([O:38][C:39](=[O:43])[CH2:40][O:41][CH3:42])[CH:35]([CH3:36])[CH3:37])=[CH:30][CH:29]=2)[CH:15]([OH:17])[CH2:16]1)=[O:10])[C:2]1[CH:7]=[CH:6][CH:5]=[CH:4][CH:3]=1, predict the reactants needed to synthesize it. The reactants are: [CH2:1]([O:8][C:9]([N:11]1[CH2:16][CH:15]([O:17][Si](C(C)C)(C(C)C)C(C)C)[CH:14]([C:28]2[CH:33]=[CH:32][C:31]([CH:34]([O:38][C:39](=[O:43])[CH2:40][O:41][CH3:42])[CH:35]([CH3:37])[CH3:36])=[CH:30][CH:29]=2)[CH:13]([O:44][CH2:45][C:46]2[CH:47]=[CH:48][C:49]3[O:54][CH2:53][CH2:52][N:51]([CH2:55][CH2:56][CH2:57][O:58][CH3:59])[C:50]=3[CH:60]=2)[CH2:12]1)=[O:10])[C:2]1[CH:7]=[CH:6][CH:5]=[CH:4][CH:3]=1.[F-].C([N+](CCCC)(CCCC)CCCC)CCC.